From a dataset of Catalyst prediction with 721,799 reactions and 888 catalyst types from USPTO. Predict which catalyst facilitates the given reaction. (1) Reactant: [Cl:1][C:2]1[CH:3]=[C:4]([NH2:16])[C:5]([NH:8][CH2:9][CH:10]2[CH2:15][CH2:14][O:13][CH2:12][CH2:11]2)=[CH:6][CH:7]=1.[N:17]#[C:18]Br. Product: [Cl:1][C:2]1[CH:7]=[CH:6][C:5]2[N:8]([CH2:9][CH:10]3[CH2:11][CH2:12][O:13][CH2:14][CH2:15]3)[C:18]([NH2:17])=[N:16][C:4]=2[CH:3]=1. The catalyst class is: 8. (2) Reactant: [O:1]1[CH2:18][CH:2]1[CH2:3][O:4][C:5]1[C:17]2[C:16]3[C:11](=[CH:12][CH:13]=[CH:14][CH:15]=3)[NH:10][C:9]=2[CH:8]=[CH:7][CH:6]=1.[NH2:19][CH:20]1[CH2:25][CH2:24][N:23]([CH2:26][C:27]2[CH:32]=[CH:31][CH:30]=[CH:29][CH:28]=2)[CH2:22][CH2:21]1.[NH4+].[Cl-]. Product: [CH2:26]([N:23]1[CH2:24][CH2:25][CH:20]([NH:19][CH2:18][CH:2]([OH:1])[CH2:3][O:4][C:5]2[C:17]3[C:16]4[C:11](=[CH:12][CH:13]=[CH:14][CH:15]=4)[NH:10][C:9]=3[CH:8]=[CH:7][CH:6]=2)[CH2:21][CH2:22]1)[C:27]1[CH:28]=[CH:29][CH:30]=[CH:31][CH:32]=1. The catalyst class is: 1.